Dataset: Forward reaction prediction with 1.9M reactions from USPTO patents (1976-2016). Task: Predict the product of the given reaction. (1) Given the reactants C([N:8]1[CH2:16][CH:15]2[CH:10]([N:11]([CH3:17])[CH2:12][CH2:13][CH2:14]2)[CH2:9]1)C1C=CC=CC=1.CO, predict the reaction product. The product is: [CH3:17][N:11]1[CH2:12][CH2:13][CH2:14][CH:15]2[CH2:16][NH:8][CH2:9][CH:10]12. (2) Given the reactants Cl.[C:2]([O:6][C:7](=[O:11])[C@H:8]([CH3:10])[NH2:9])([CH3:5])([CH3:4])[CH3:3].[CH3:12][CH:13]([C@H:15]([NH:26]C(OCC1C2C(=CC=CC=2)C2C1=CC=CC=2)=O)[C:16](ON1C(=O)CCC1=O)=[O:17])[CH3:14].CCN(C(C)C)C(C)C, predict the reaction product. The product is: [NH2:26][C@@H:15]([CH:13]([CH3:14])[CH3:12])[C:16]([NH:9][C@@H:8]([CH3:10])[C:7]([O:6][C:2]([CH3:5])([CH3:4])[CH3:3])=[O:11])=[O:17]. (3) Given the reactants [C:1]([C:3]1[N:8]=[C:7]([CH2:9][CH2:10][CH2:11][CH2:12][C:13]([O:15][CH2:16][CH3:17])=[O:14])[CH:6]=[CH:5][CH:4]=1)#[N:2].[C:18](OC)(=[O:26])[C:19]1[C:20](=[CH:22][CH:23]=[CH:24][CH:25]=1)[SH:21].C(N(CC)CC)C, predict the reaction product. The product is: [O:26]=[C:18]1[C:19]2[CH:25]=[CH:24][CH:23]=[CH:22][C:20]=2[S:21][C:1]([C:3]2[N:8]=[C:7]([CH2:9][CH2:10][CH2:11][CH2:12][C:13]([O:15][CH2:16][CH3:17])=[O:14])[CH:6]=[CH:5][CH:4]=2)=[N:2]1. (4) Given the reactants C(Cl)(=O)C(Cl)=O.[CH2:7]([O:14][C:15]([CH:17]([CH2:27][CH2:28][C:29]1[CH:34]=[CH:33][CH:32]=[CH:31][CH:30]=1)[CH2:18][C:19]1([C:24](O)=[O:25])[CH2:23][CH2:22][CH2:21][CH2:20]1)=[O:16])[C:8]1[CH:13]=[CH:12][CH:11]=[CH:10][CH:9]=1.C(N(CC)CC)C.[NH2:42][C:43]1[CH:44]=[N:45][CH:46]=[CH:47][CH:48]=1, predict the reaction product. The product is: [C:29]1([CH2:28][CH2:27][CH:17]([CH2:18][C:19]2([C:24]([NH:42][C:43]3[CH:44]=[N:45][CH:46]=[CH:47][CH:48]=3)=[O:25])[CH2:23][CH2:22][CH2:21][CH2:20]2)[C:15]([O:14][CH2:7][C:8]2[CH:13]=[CH:12][CH:11]=[CH:10][CH:9]=2)=[O:16])[CH:30]=[CH:31][CH:32]=[CH:33][CH:34]=1.